This data is from Cav3 T-type calcium channel HTS with 100,875 compounds. The task is: Binary Classification. Given a drug SMILES string, predict its activity (active/inactive) in a high-throughput screening assay against a specified biological target. (1) The drug is O=C(N1CCCc2c1cccc2)Cn1nc([N+]([O-])=O)cc1. The result is 0 (inactive). (2) The molecule is O=C(Nc1ccc(Oc2ccccc2)cc1)C1CCN(CC1)c1nc(cc(n1)C)C. The result is 0 (inactive).